From a dataset of Forward reaction prediction with 1.9M reactions from USPTO patents (1976-2016). Predict the product of the given reaction. (1) Given the reactants Br[C:2]1[CH:3]=[C:4]([C:8]2[S:30][C:11]3=[N:12][C:13]([N:17]4[CH2:22][CH2:21][N:20]([C:23]([O:25][C:26]([CH3:29])([CH3:28])[CH3:27])=[O:24])[CH2:19][CH2:18]4)=[CH:14][C:15](=[O:16])[N:10]3[N:9]=2)[CH:5]=[CH:6][CH:7]=1.[N:31]1[CH:36]=[CH:35][C:34](B(O)O)=[CH:33][CH:32]=1.C(=O)([O-])[O-].[Na+].[Na+], predict the reaction product. The product is: [O:16]=[C:15]1[N:10]2[N:9]=[C:8]([C:4]3[CH:5]=[CH:6][CH:7]=[C:2]([C:34]4[CH:35]=[CH:36][N:31]=[CH:32][CH:33]=4)[CH:3]=3)[S:30][C:11]2=[N:12][C:13]([N:17]2[CH2:22][CH2:21][N:20]([C:23]([O:25][C:26]([CH3:29])([CH3:28])[CH3:27])=[O:24])[CH2:19][CH2:18]2)=[CH:14]1. (2) Given the reactants [C:1]([C:3]1[CH:4]=[N:5][N:6]2[C:11]([CH3:12])=[CH:10][C:9]([C:13]3[CH:18]=[CH:17][C:16]([C:19]([F:22])([F:21])[F:20])=[CH:15][CH:14]=3)=[N:8][C:7]=12)#[CH:2].Br[C:24]1[S:28][C:27]([S:29]([NH2:32])(=[O:31])=[O:30])=[CH:26][CH:25]=1, predict the reaction product. The product is: [CH3:12][C:11]1[N:6]2[N:5]=[CH:4][C:3]([C:1]#[C:2][C:24]3[S:28][C:27]([S:29]([NH2:32])(=[O:31])=[O:30])=[CH:26][CH:25]=3)=[C:7]2[N:8]=[C:9]([C:13]2[CH:18]=[CH:17][C:16]([C:19]([F:21])([F:22])[F:20])=[CH:15][CH:14]=2)[CH:10]=1.